Dataset: Reaction yield outcomes from USPTO patents with 853,638 reactions. Task: Predict the reaction yield, written as a fraction of the theoretical maximum amount of product (1.0 means a 100% yield; for example, 0.34 means a 34% yield). The reactants are [NH2:1][C:2]1[N:7]=[C:6](Cl)[CH:5]=[C:4]([Cl:9])[N:3]=1.[C:10]([O-])(O)=O.[Na+].[CH2:15]1[CH2:19][O:18][CH2:17][CH2:16]1. The catalyst is C1C=CC([P]([Pd]([P](C2C=CC=CC=2)(C2C=CC=CC=2)C2C=CC=CC=2)([P](C2C=CC=CC=2)(C2C=CC=CC=2)C2C=CC=CC=2)[P](C2C=CC=CC=2)(C2C=CC=CC=2)C2C=CC=CC=2)(C2C=CC=CC=2)C2C=CC=CC=2)=CC=1. The product is [Cl:9][C:4]1[CH:5]=[C:6]([C:17]2[O:18][C:19]([CH3:10])=[CH:15][CH:16]=2)[N:7]=[C:2]([NH2:1])[N:3]=1. The yield is 0.960.